This data is from Reaction yield outcomes from USPTO patents with 853,638 reactions. The task is: Predict the reaction yield, written as a fraction of the theoretical maximum amount of product (1.0 means a 100% yield; for example, 0.34 means a 34% yield). (1) The reactants are [OH:1][CH:2]([CH2:29][OH:30])[CH2:3][NH:4][C:5]1[CH:12]=[C:11]([N:13]2[C:21]3[CH2:20][C:19]([CH3:23])([CH3:22])[CH2:18][C:17](=[O:24])[C:16]=3[C:15]([C:25]([F:28])([F:27])[F:26])=[N:14]2)[CH:10]=[CH:9][C:6]=1[C:7]#[N:8].[OH-:31].[Na+].OO. The catalyst is CCO.O. The product is [OH:1][CH:2]([CH2:29][OH:30])[CH2:3][NH:4][C:5]1[CH:12]=[C:11]([N:13]2[C:21]3[CH2:20][C:19]([CH3:22])([CH3:23])[CH2:18][C:17](=[O:24])[C:16]=3[C:15]([C:25]([F:27])([F:28])[F:26])=[N:14]2)[CH:10]=[CH:9][C:6]=1[C:7]([NH2:8])=[O:31]. The yield is 0.290. (2) The reactants are [NH2:1][C:2]1[C:11]2[C:6](=[C:7](I)[C:8]([F:12])=[CH:9][CH:10]=2)[N:5]=[N:4][C:3]=1[C:14]([NH:16][CH:17]1[CH2:19][CH2:18]1)=[O:15].[F:20][C:21]1[CH:22]=[C:23](B(O)O)[CH:24]=[N:25][C:26]=1[O:27][CH3:28]. No catalyst specified. The product is [NH2:1][C:2]1[C:11]2[C:6](=[C:7]([C:23]3[CH:24]=[N:25][C:26]([O:27][CH3:28])=[C:21]([F:20])[CH:22]=3)[C:8]([F:12])=[CH:9][CH:10]=2)[N:5]=[N:4][C:3]=1[C:14]([NH:16][CH:17]1[CH2:19][CH2:18]1)=[O:15]. The yield is 0.610. (3) The reactants are [Cl:1][C:2]1[N:7]=[CH:6][C:5]([N:8]([CH3:23])[C:9](=[O:22])[C:10]([C:13]2[CH:18]=[C:17]([O:19]C)[CH:16]=[C:15]([Cl:21])[CH:14]=2)([CH3:12])[CH3:11])=[C:4]([C:24]2[CH:29]=[CH:28][CH:27]=[CH:26][C:25]=2[Cl:30])[CH:3]=1.C(Cl)Cl. The catalyst is O. The product is [Cl:1][C:2]1[N:7]=[CH:6][C:5]([N:8]([CH3:23])[C:9](=[O:22])[C:10]([C:13]2[CH:18]=[C:17]([OH:19])[CH:16]=[C:15]([Cl:21])[CH:14]=2)([CH3:11])[CH3:12])=[C:4]([C:24]2[CH:29]=[CH:28][CH:27]=[CH:26][C:25]=2[Cl:30])[CH:3]=1. The yield is 0.650. (4) The reactants are [Br:1][C:2]1[C:7]([O:8][CH3:9])=[CH:6][C:5]([C:10]2[O:11][CH:12]=[CH:13][CH:14]=2)=[CH:4][C:3]=1[O:15][CH3:16].[N:17]1([C:22]2[CH:27]=[CH:26][C:25]([CH:28]([O:35][CH3:36])[C:29](N(OC)C)=[O:30])=[CH:24][CH:23]=2)[CH:21]=[N:20][CH:19]=[N:18]1. No catalyst specified. The product is [N:17]1([C:22]2[CH:23]=[CH:24][C:25]([CH:28]([O:35][CH3:36])[C:29]([C:12]3[O:11][C:10]([C:5]4[CH:6]=[C:7]([O:8][CH3:9])[C:2]([Br:1])=[C:3]([O:15][CH3:16])[CH:4]=4)=[CH:14][CH:13]=3)=[O:30])=[CH:26][CH:27]=2)[CH:21]=[N:20][CH:19]=[N:18]1. The yield is 0.110. (5) The yield is 0.130. The product is [Cl:1][C:2]1[C:3]([O:12][C:13]2[CH:18]=[C:17]([O:19][CH2:20][CH2:21][O:22][CH3:23])[CH:16]=[CH:15][C:14]=2/[CH:24]=[CH:25]/[C:26]([NH:53][S:50]([NH:49][CH2:48][CH2:47][C:41]2[CH:46]=[CH:45][CH:44]=[CH:43][CH:42]=2)(=[O:52])=[O:51])=[O:27])=[N:4][CH:5]=[C:6]([C:8]([F:9])([F:11])[F:10])[CH:7]=1. The reactants are [Cl:1][C:2]1[C:3]([O:12][C:13]2[CH:18]=[C:17]([O:19][CH2:20][CH2:21][O:22][CH3:23])[CH:16]=[CH:15][C:14]=2/[CH:24]=[CH:25]/[C:26](O)=[O:27])=[N:4][CH:5]=[C:6]([C:8]([F:11])([F:10])[F:9])[CH:7]=1.Cl.C(N=C=NCCCN(C)C)C.[C:41]1([CH2:47][CH2:48][NH:49][S:50]([NH2:53])(=[O:52])=[O:51])[CH:46]=[CH:45][CH:44]=[CH:43][CH:42]=1.Cl. The catalyst is C(#N)C.CN(C)C1C=CN=CC=1.C(OCC)(=O)C. (6) The reactants are [CH:1]1([C:7](=O)[CH2:8][N:9]2[C:14](=[O:15])[C:13]([CH2:16][C:17]3[CH:22]=[CH:21][C:20]([C:23]4[CH:28]=[CH:27][CH:26]=[CH:25][C:24]=4[C:29]4[NH:33][C:32](=[O:34])[O:31][N:30]=4)=[CH:19][CH:18]=3)=[C:12]([CH2:35][CH2:36][CH3:37])[N:11]3[N:38]=[C:39]([CH3:41])[N:40]=[C:10]23)[CH2:6][CH2:5][CH2:4][CH2:3][CH2:2]1.Cl.[NH2:44][O:45][CH3:46].N1C=CC=CC=1.Cl. The catalyst is O.C(OCC)(=O)C. The product is [CH:1]1(/[C:7](=[N:44]/[O:45][CH3:46])/[CH2:8][N:9]2[C:14](=[O:15])[C:13]([CH2:16][C:17]3[CH:18]=[CH:19][C:20]([C:23]4[CH:28]=[CH:27][CH:26]=[CH:25][C:24]=4[C:29]4[NH:33][C:32](=[O:34])[O:31][N:30]=4)=[CH:21][CH:22]=3)=[C:12]([CH2:35][CH2:36][CH3:37])[N:11]3[N:38]=[C:39]([CH3:41])[N:40]=[C:10]23)[CH2:6][CH2:5][CH2:4][CH2:3][CH2:2]1. The yield is 0.260. (7) The reactants are [NH2:1][C@@H:2]1[CH2:7][CH2:6][CH2:5][CH2:4][C@H:3]1[NH:8][CH:9]1[CH2:14][CH2:13][N:12]([C:15]2([CH3:28])[CH2:20][CH2:19][N:18]([C:21]([O:23][C:24]([CH3:27])([CH3:26])[CH3:25])=[O:22])[CH2:17][CH2:16]2)[CH2:11][CH2:10]1.[C:29](N1C=CN=C1)(N1C=CN=C1)=[O:30]. The catalyst is C(#N)C. The product is [O:30]=[C:29]1[N:8]([CH:9]2[CH2:14][CH2:13][N:12]([C:15]3([CH3:28])[CH2:16][CH2:17][N:18]([C:21]([O:23][C:24]([CH3:27])([CH3:26])[CH3:25])=[O:22])[CH2:19][CH2:20]3)[CH2:11][CH2:10]2)[C@H:3]2[CH2:4][CH2:5][CH2:6][CH2:7][C@@H:2]2[NH:1]1. The yield is 0.300. (8) The reactants are F[C:2]1[N:7]=[C:6]([C:8]2[C:16]3[C:11](=[CH:12][N:13]=[C:14]([C:17]4[CH:18]=[N:19][N:20]([CH3:22])[CH:21]=4)[CH:15]=3)[N:10](C3CCCCO3)[N:9]=2)[CH:5]=[CH:4][CH:3]=1.[NH2:29][CH2:30][CH:31]1[CH2:36][CH2:35][N:34](C(OC(C)(C)C)=O)[CH2:33][CH2:32]1. No catalyst specified. The product is [CH3:22][N:20]1[CH:21]=[C:17]([C:14]2[CH:15]=[C:16]3[C:8]([C:6]4[N:7]=[C:2]([NH:29][CH2:30][CH:31]5[CH2:36][CH2:35][NH:34][CH2:33][CH2:32]5)[CH:3]=[CH:4][CH:5]=4)=[N:9][NH:10][C:11]3=[CH:12][N:13]=2)[CH:18]=[N:19]1. The yield is 0.550. (9) The reactants are O1CCCC1.[CH2:6]([O:13][C:14]1[CH:15]=[C:16]([CH2:20][C:21](Cl)=[N:22][OH:23])[CH:17]=[CH:18][CH:19]=1)[C:7]1[CH:12]=[CH:11][CH:10]=[CH:9][CH:8]=1.[C:25]([C:27]1[C:28]([NH2:33])=[N:29][CH:30]=[CH:31][CH:32]=1)#[CH:26].C(N(CC)CC)C. The catalyst is O. The product is [CH2:6]([O:13][C:14]1[CH:15]=[C:16]([CH:17]=[CH:18][CH:19]=1)[CH2:20][C:21]1[CH:26]=[C:25]([C:27]2[C:28]([NH2:33])=[N:29][CH:30]=[CH:31][CH:32]=2)[O:23][N:22]=1)[C:7]1[CH:12]=[CH:11][CH:10]=[CH:9][CH:8]=1. The yield is 0.220.